From a dataset of Forward reaction prediction with 1.9M reactions from USPTO patents (1976-2016). Predict the product of the given reaction. (1) The product is: [ClH:27].[OH:21][C@H:13]1[C@@H:12]([OH:23])[C@H:11]([OH:26])[C@@H:10]([CH2:9][OH:8])[N:15]([CH3:16])[C@@H:14]1[C:17]([NH:19][CH3:20])=[O:18]. Given the reactants [Si]([O:8][CH2:9][C@H:10]1[N:15]([CH3:16])[C@H:14]([C:17]([NH:19][CH3:20])=[O:18])[C@H:13]2[O:21]C(C)(C)[O:23][C@H:12]2[C@@H:11]1[OH:26])(C(C)(C)C)(C)C.[ClH:27], predict the reaction product. (2) The product is: [CH2:3]1[O:4][C:5]2([CH2:10][CH2:9][N:8]([C:21]3[CH:26]=[CH:25][C:24]([N+:27]([O-:29])=[O:28])=[CH:23][CH:22]=3)[CH2:7][CH2:6]2)[O:1][CH2:2]1. Given the reactants [O:1]1[C:5]2([CH2:10][CH2:9][NH:8][CH2:7][CH2:6]2)[O:4][CH2:3][CH2:2]1.C(N(C(C)C)CC)(C)C.F[C:21]1[CH:26]=[CH:25][C:24]([N+:27]([O-:29])=[O:28])=[CH:23][CH:22]=1, predict the reaction product.